From a dataset of TCR-epitope binding with 47,182 pairs between 192 epitopes and 23,139 TCRs. Binary Classification. Given a T-cell receptor sequence (or CDR3 region) and an epitope sequence, predict whether binding occurs between them. (1) The epitope is RLQSLQTYV. The TCR CDR3 sequence is CASSLGTSGGFTDTQYF. Result: 0 (the TCR does not bind to the epitope). (2) The epitope is PROT_97E67BCC. The TCR CDR3 sequence is CASSPSAGGNEAFF. Result: 0 (the TCR does not bind to the epitope). (3) The epitope is VTEHDTLLY. The TCR CDR3 sequence is CACRPRALYGYTF. Result: 1 (the TCR binds to the epitope). (4) The epitope is HPVGEADYFEY. The TCR CDR3 sequence is CASAGSGSLAGELFF. Result: 0 (the TCR does not bind to the epitope). (5) The epitope is KPLEFGATSAAL. The TCR CDR3 sequence is CASSSIGLAGSYEQYF. Result: 1 (the TCR binds to the epitope). (6) The epitope is HTTDPSFLGRY. The TCR CDR3 sequence is CASRAGYANTEAFF. Result: 1 (the TCR binds to the epitope).